This data is from hERG potassium channel inhibition data for cardiac toxicity prediction from Karim et al.. The task is: Regression/Classification. Given a drug SMILES string, predict its toxicity properties. Task type varies by dataset: regression for continuous values (e.g., LD50, hERG inhibition percentage) or binary classification for toxic/non-toxic outcomes (e.g., AMES mutagenicity, cardiotoxicity, hepatotoxicity). Dataset: herg_karim. The molecule is COc1ccc(C(=O)N2CCOCC2)cc1Nc1ncc(Cl)c(-c2cnc3ccccn23)n1. The result is 1 (blocker).